This data is from Full USPTO retrosynthesis dataset with 1.9M reactions from patents (1976-2016). The task is: Predict the reactants needed to synthesize the given product. (1) Given the product [F:13][C:10]([F:11])([F:12])[S:7]([O:6][CH2:18][C:17]([F:21])([F:20])[F:16])(=[O:8])=[O:9], predict the reactants needed to synthesize it. The reactants are: FC(F)(F)S([O:6][S:7]([C:10]([F:13])([F:12])[F:11])(=[O:9])=[O:8])(=O)=O.[F:16][C:17]([F:21])([F:20])[CH2:18]O.C(N(CC)CC)C. (2) The reactants are: [Cl:1][C:2]1[CH:7]=[C:6]([Cl:8])[CH:5]=[CH:4][C:3]=1[CH2:9][CH2:10][NH:11][C:12]1[N:17]=[C:16]([O:18][CH3:19])[N:15]=[C:14]([C:20]2[CH:21]=[C:22]([C:26]([CH3:31])([CH3:30])[C:27]([OH:29])=[O:28])[CH:23]=[CH:24][CH:25]=2)[CH:13]=1.Cl. Given the product [ClH:1].[Cl:1][C:2]1[CH:7]=[C:6]([Cl:8])[CH:5]=[CH:4][C:3]=1[CH2:9][CH2:10][NH:11][C:12]1[N:17]=[C:16]([O:18][CH3:19])[N:15]=[C:14]([C:20]2[CH:21]=[C:22]([C:26]([CH3:31])([CH3:30])[C:27]([OH:29])=[O:28])[CH:23]=[CH:24][CH:25]=2)[CH:13]=1, predict the reactants needed to synthesize it. (3) The reactants are: [CH:1]([NH2:4])([CH3:3])[CH3:2].Br[C:6]1[N:10]([C@@H:11]2[CH2:16][CH2:15][C@H:14]([OH:17])[C@H:13]([OH:18])[CH2:12]2)[C:9]2[CH:19]=[C:20]([Cl:24])[C:21]([Cl:23])=[CH:22][C:8]=2[N:7]=1.C(=O)([O-])[O-].[Na+].[Na+]. Given the product [CH:1]([NH:4][C:6]1[N:10]([C@@H:11]2[CH2:16][CH2:15][C@H:14]([OH:17])[C@H:13]([OH:18])[CH2:12]2)[C:9]2[CH:19]=[C:20]([Cl:24])[C:21]([Cl:23])=[CH:22][C:8]=2[N:7]=1)([CH3:3])[CH3:2], predict the reactants needed to synthesize it. (4) The reactants are: C([O:8][C:9]1[CH:10]=[CH:11][C:12]([CH3:22])=[C:13]([CH:15]=[CH:16][C:17]([O:19][CH2:20][CH3:21])=[O:18])[CH:14]=1)C1C=CC=CC=1. Given the product [OH:8][C:9]1[CH:10]=[CH:11][C:12]([CH3:22])=[C:13]([CH2:15][CH2:16][C:17]([O:19][CH2:20][CH3:21])=[O:18])[CH:14]=1, predict the reactants needed to synthesize it. (5) Given the product [C:14]1([C:12]#[C:13][C:2]2[C:11]3[C:6](=[CH:7][CH:8]=[CH:9][CH:10]=3)[N:5]=[CH:4][CH:3]=2)[CH:19]=[CH:18][CH:17]=[CH:16][CH:15]=1, predict the reactants needed to synthesize it. The reactants are: Br[C:2]1[C:11]2[C:6](=[CH:7][CH:8]=[CH:9][CH:10]=2)[N:5]=[CH:4][CH:3]=1.[C:12]([C:14]1[CH:19]=[CH:18][CH:17]=[CH:16][CH:15]=1)#[CH:13].C(N(CC)CC)C. (6) Given the product [Cl:12][C:6]1[C:5]2[C:9](=[CH:10][CH:11]=[C:3]([C:1]#[N:2])[CH:4]=2)[NH:8][CH:7]=1, predict the reactants needed to synthesize it. The reactants are: [C:1]([C:3]1[CH:4]=[C:5]2[C:9](=[CH:10][CH:11]=1)[NH:8][CH:7]=[CH:6]2)#[N:2].[Cl:12]N1C(=O)CCC1=O. (7) Given the product [CH:1]1([C:4]2[C:5]([O:14][CH2:15][CH:16]3[CH2:18][CH2:17]3)=[CH:6][C:7]([C:10]3[N:11]=[C:28]([C:27]([F:38])([F:37])[F:26])[O:13][N:12]=3)=[N:8][CH:9]=2)[CH2:3][CH2:2]1, predict the reactants needed to synthesize it. The reactants are: [CH:1]1([C:4]2[C:5]([O:14][CH2:15][CH:16]3[CH2:18][CH2:17]3)=[CH:6][C:7]([C:10](=[N:12][OH:13])[NH2:11])=[N:8][CH:9]=2)[CH2:3][CH2:2]1.C(N(CC)CC)C.[F:26][C:27]([F:38])([F:37])[C:28](O[C:28](=O)[C:27]([F:38])([F:37])[F:26])=O. (8) The reactants are: Br[C:2]1[CH:11]=[CH:10][CH:9]=[C:8]2[C:3]=1[CH2:4][CH2:5][O:6][CH:7]2[C:12]1[NH:13][CH2:14][CH2:15][N:16]=1.[C:17](P(C(C)(C)C)C(C)(C)C)(C)([CH3:19])[CH3:18].C1(C)C=CC=CC=1.[Br-].C([Zn+])(C)C. Given the product [CH:17]([C:2]1[CH:11]=[CH:10][CH:9]=[C:8]2[C:3]=1[CH2:4][CH2:5][O:6][CH:7]2[C:12]1[NH:13][CH2:14][CH2:15][N:16]=1)([CH3:19])[CH3:18], predict the reactants needed to synthesize it. (9) Given the product [Cl:18][C:15]1[CH:16]=[CH:17][C:12]([C:7]2[C:6]([CH2:4][OH:3])=[C:10]([CH3:11])[O:9][N:8]=2)=[C:13]([F:19])[CH:14]=1, predict the reactants needed to synthesize it. The reactants are: C([O:3][C:4]([C:6]1[C:7]([C:12]2[CH:17]=[CH:16][C:15]([Cl:18])=[CH:14][C:13]=2[F:19])=[N:8][O:9][C:10]=1[CH3:11])=O)C.C(OC(C1C(C2C=CC=CC=2F)=NOC=1C)=O)C. (10) Given the product [CH2:1]([C:5]1[N:6]=[C:7]([CH3:27])[N:8]([C:34]2[CH:35]=[C:36]3[C:31](=[CH:32][CH:33]=2)[O:30][C:29]([CH3:42])([CH3:28])[CH2:38][CH2:37]3)[C:9](=[O:26])[C:10]=1[CH2:11][C:12]1[CH:17]=[CH:16][C:15]([C:18]2[CH:23]=[CH:22][CH:21]=[CH:20][C:19]=2[C:24]2[NH:43][C:56](=[O:58])[O:59][N:25]=2)=[CH:14][CH:13]=1)[CH2:2][CH2:3][CH3:4], predict the reactants needed to synthesize it. The reactants are: [CH2:1]([C:5]1[N:6]=[C:7]([CH3:27])[NH:8][C:9](=[O:26])[C:10]=1[CH2:11][C:12]1[CH:17]=[CH:16][C:15]([C:18]2[C:19]([C:24]#[N:25])=[CH:20][CH:21]=[CH:22][CH:23]=2)=[CH:14][CH:13]=1)[CH2:2][CH2:3][CH3:4].[CH3:28][C:29]1([CH3:42])[CH2:38][CH2:37][C:36]2[C:31](=[CH:32][CH:33]=[C:34](B(O)O)[CH:35]=2)[O:30]1.[N:43]1C=CC=CC=1.C(N(CC)CC)C.[C:56]([O:59]CC)(=[O:58])C.